From a dataset of Retrosynthesis with 50K atom-mapped reactions and 10 reaction types from USPTO. Predict the reactants needed to synthesize the given product. (1) The reactants are: C#CCOC(=O)Cl.CN[C@H]1CN(C(=O)C2CCN(C(=O)C3(C)CC3)CC2)C[C@@H]1c1ccc(Cl)c(Cl)c1. Given the product C#CCOC(=O)N(C)[C@H]1CN(C(=O)C2CCN(C(=O)C3(C)CC3)CC2)C[C@@H]1c1ccc(Cl)c(Cl)c1, predict the reactants needed to synthesize it. (2) Given the product O=C(COCc1cccc(Br)n1)N1CCOCC1, predict the reactants needed to synthesize it. The reactants are: C1COCCN1.O=C(O)COCc1cccc(Br)n1. (3) Given the product CN(c1nc2cc(C(=O)O)ccc2nc1-c1ccc(F)cc1)C1CCNCC1, predict the reactants needed to synthesize it. The reactants are: CN(c1nc2cc(C(=O)O)ccc2nc1-c1ccc(F)cc1)C1CCN(C(=O)OC(C)(C)C)CC1. (4) Given the product CC[C@H](C)c1onc(-c2c(Cl)cccc2Cl)c1COc1ccc(-c2ccc3nc(C(=O)O)ccc3c2)cc1, predict the reactants needed to synthesize it. The reactants are: CC[C@H](C)c1onc(-c2c(Cl)cccc2Cl)c1COc1ccc(-c2ccc3nc(C(=O)OC)ccc3c2)cc1. (5) Given the product CC(C)(C)OC(=O)NCC(=O)Nn1cccc1C(=O)c1ccccc1F, predict the reactants needed to synthesize it. The reactants are: CC(C)(C)OC(=O)NCC(=O)O.Nn1cccc1C(=O)c1ccccc1F. (6) Given the product CC1(C)OCC(COS(C)(=O)=O)O1, predict the reactants needed to synthesize it. The reactants are: CC1(C)OCC(CO)O1.CS(=O)(=O)Cl.